Dataset: Forward reaction prediction with 1.9M reactions from USPTO patents (1976-2016). Task: Predict the product of the given reaction. (1) Given the reactants [F:1][C:2]1[CH:3]=[CH:4][C:5]2[N:6]([C:8]([C:11]3[N:16]=[C:15]4[N:17]([CH:21]5[CH2:26][CH2:25][N:24](C(OC(C)(C)C)=O)[CH2:23][CH2:22]5)[C:18](=[O:20])[NH:19][C:14]4=[CH:13][CH:12]=3)=[CH:9][N:10]=2)[CH:7]=1, predict the reaction product. The product is: [F:1][C:2]1[CH:3]=[CH:4][C:5]2[N:6]([C:8]([C:11]3[N:16]=[C:15]4[N:17]([CH:21]5[CH2:26][CH2:25][NH:24][CH2:23][CH2:22]5)[C:18](=[O:20])[NH:19][C:14]4=[CH:13][CH:12]=3)=[CH:9][N:10]=2)[CH:7]=1. (2) Given the reactants [Br:1]N1C(=O)CCC1=O.[CH3:9][C:10]1([CH3:36])[C:18]2=[CH:19][C:20]3[N:21]([C:30]4[CH:35]=[CH:34][CH:33]=[CH:32][CH:31]=4)[C:22]4[C:27]([C:28]=3[CH:29]=[C:17]2[C:16]2[C:11]1=[CH:12][CH:13]=[CH:14][CH:15]=2)=[CH:26][CH:25]=[CH:24][CH:23]=4.C([O-])([O-])=O.[Na+].[Na+], predict the reaction product. The product is: [Br:1][C:25]1[CH:26]=[C:27]2[C:22](=[CH:23][CH:24]=1)[N:21]([C:30]1[CH:35]=[CH:34][CH:33]=[CH:32][CH:31]=1)[C:20]1[CH:19]=[C:18]3[C:10]([CH3:36])([CH3:9])[C:11]4[C:16]([C:17]3=[CH:29][C:28]2=1)=[CH:15][CH:14]=[CH:13][CH:12]=4.